Dataset: Aqueous solubility values for 9,982 compounds from the AqSolDB database. Task: Regression/Classification. Given a drug SMILES string, predict its absorption, distribution, metabolism, or excretion properties. Task type varies by dataset: regression for continuous measurements (e.g., permeability, clearance, half-life) or binary classification for categorical outcomes (e.g., BBB penetration, CYP inhibition). For this dataset (solubility_aqsoldb), we predict Y. (1) The molecule is OC(=S)COc1ccc(Cl)cc1Cl. The Y is -2.69 log mol/L. (2) The molecule is O=C(O)c1ccccc1C(=O)OCCOC(=O)c1ccccc1C(=O)O. The Y is -2.83 log mol/L. (3) The compound is CCN(CC)C(=O)N(CC)CC. The Y is -0.634 log mol/L. (4) The drug is CCOc1ccc(O)cc1. The Y is -1.29 log mol/L. (5) The drug is COC(=O)C(N)Cc1ccc(O)c(O)c1. The Y is 0.480 log mol/L. (6) The drug is O=P[O-].[K+]. The Y is 0.863 log mol/L.